Task: Predict the reactants needed to synthesize the given product.. Dataset: Retrosynthesis with 50K atom-mapped reactions and 10 reaction types from USPTO The reactants are: CCn1cc(Br)nc(Br)c1=O.N. Given the product CCn1cc(Br)nc(N)c1=O, predict the reactants needed to synthesize it.